Dataset: Forward reaction prediction with 1.9M reactions from USPTO patents (1976-2016). Task: Predict the product of the given reaction. Given the reactants [CH3:1][O:2][C:3]1[CH:12]=[C:11]2[C:6]([CH2:7][CH2:8][CH:9]([N:13]([CH:17]3[CH2:22][CH2:21][NH:20][CH2:19][CH2:18]3)[CH2:14][CH2:15][CH3:16])[CH2:10]2)=[CH:5][CH:4]=1.[C:23]([N:26]1[CH2:31][CH2:30][CH:29]([C:32](O)=[O:33])[CH2:28][CH2:27]1)(=[O:25])[CH3:24].CCN=C=NCCCN(C)C.C1C=CC2N(O)N=NC=2C=1, predict the reaction product. The product is: [CH3:1][O:2][C:3]1[CH:12]=[C:11]2[C:6]([CH2:7][CH2:8][CH:9]([N:13]([CH2:14][CH2:15][CH3:16])[CH:17]3[CH2:18][CH2:19][N:20]([C:32]([CH:29]4[CH2:28][CH2:27][N:26]([C:23](=[O:25])[CH3:24])[CH2:31][CH2:30]4)=[O:33])[CH2:21][CH2:22]3)[CH2:10]2)=[CH:5][CH:4]=1.